This data is from Drug-target binding data from BindingDB using Ki measurements. The task is: Regression. Given a target protein amino acid sequence and a drug SMILES string, predict the binding affinity score between them. We predict pKi (pKi = -log10(Ki in M); higher means stronger inhibition). Dataset: bindingdb_ki. (1) The small molecule is CCCC(=O)N[C@@H](Cc1ccc(O)cc1)C(=O)NCCCCNCCCCCCN. The target protein (P19490) has sequence MPYIFAFFCTGFLGAVVGANFPNNIQIGGLFPNQQSQEHAAFRFALSQLTEPPKLLPQIDIVNISDSFEMTYRFCSQFSKGVYAIFGFYERRTVNMLTSFCGALHVCFITPSFPVDTSNQFVLQLRPELQEALISIIDHYKWQTFVYIYDADRGLSVLQRVLDTAAEKNWQVTAVNILTTTEEGYRMLFQDLEKKKERLVVVDCESERLNAILGQIVKLEKNGIGYHYILANLGFMDIDLNKFKESGANVTGFQLVNYTDTIPARIMQQWRTSDSRDHTRVDWKRPKYTSALTYDGVKVMAEAFQSLRRQRIDISRRGNAGDCLANPAVPWGQGIDIQRALQQVRFEGLTGNVQFNEKGRRTNYTLHVIEMKHDGIRKIGYWNEDDKFVPAATDAQAGGDNSSVQNRTYIVTTILEDPYVMLKKNANQFEGNDRYEGYCVELAAEIAKHVGYSYRLEIVSDGKYGARDPDTKAWNGMVGELVYGRADVAVAPLTITLVRE.... The pKi is 7.3. (2) The small molecule is CNC(=O)[C@@]12C[C@@H]1[C@@H](n1cnc3c(N(C)C)nc(C#Cc4ccc(Cl)s4)nc31)[C@H](O)[C@@H]2O. The target protein (P0DMS9) has sequence MEGSPAGPIEQKEARWESSWEEQPDWTLGCLSPESQFRIPGLPGCILSFQLKVCFLPVMWLFILLSLALISDAMVMDEKVKRSFVLDTASAICNYNAHYKNHPKYWCRGYFRDYCNIIAFSPNSTNHVALRDTGNQLIVTMSCLTKEDTGWYWCGIQRDFARDDMDFTELIVTDDKGTLANDFWSGKDLSGNKTRSCKAPKVVRKADRSRTSILIICILITGLGIISVISHLTKRRRSQRNRRVGNTLKPFSRVLTPKEMAPTEQM. The pKi is 7.6. (3) The compound is O=C(O)c1csc(SCCN2C(=O)CC[C@@H]2/C=C/[C@@H](O)Cc2cccc(-c3nc4cc(Cl)ccc4o3)c2)n1. The target protein (P30557) has sequence MASMWAPEHSAEAHSNLSSTTDDCGSVSVAFPITMMVTGFVGNALAMLLVSRSYRRRESKRKKSFLLCIGWLALTDLVGQLLTSPVVILVYLSQRRWEQLDPSGRLCTFFGLTMTVFGLSSLLVASAMAVERALAIRAPHWYASHMKTRATPVLLGVWLSVLAFALLPVLGVGRYSVQWPGTWCFISTGPAGNETDPAREPGSVAFASAFACLGLLALVVTFACNLATIKALVSRCRAKAAVSQSSAQWGRITTETAIQLMGIMCVLSVCWSPLLIMMLKMIFNQMSVEQCKTQMGKEKECNSFLIAVRLASLNQILDPWVYLLLRKILLRKFCQIRDHTNYASSSTSLPCPGSSALMWSDQLER. The pKi is 5.0.